This data is from Catalyst prediction with 721,799 reactions and 888 catalyst types from USPTO. The task is: Predict which catalyst facilitates the given reaction. Reactant: [Cl:1][C:2]1[CH:7]=[CH:6][CH:5]=[C:4]([Cl:8])[C:3]=1[C:9]1[C:13]([CH2:14][O:15][C:16]2[CH:17]=[C:18]3[C:22](=[CH:23][CH:24]=2)[N:21]([CH2:25][C:26]2[CH:27]=[C:28]([CH:33]=[CH:34][CH:35]=2)[C:29]([O:31]C)=[O:30])[CH:20]=[CH:19]3)=[C:12]([CH:36]([CH3:38])[CH3:37])[O:11][N:10]=1.[OH-].[Na+]. Product: [Cl:8][C:4]1[CH:5]=[CH:6][CH:7]=[C:2]([Cl:1])[C:3]=1[C:9]1[C:13]([CH2:14][O:15][C:16]2[CH:17]=[C:18]3[C:22](=[CH:23][CH:24]=2)[N:21]([CH2:25][C:26]2[CH:27]=[C:28]([CH:33]=[CH:34][CH:35]=2)[C:29]([OH:31])=[O:30])[CH:20]=[CH:19]3)=[C:12]([CH:36]([CH3:38])[CH3:37])[O:11][N:10]=1. The catalyst class is: 83.